Dataset: Peptide-MHC class I binding affinity with 185,985 pairs from IEDB/IMGT. Task: Regression. Given a peptide amino acid sequence and an MHC pseudo amino acid sequence, predict their binding affinity value. This is MHC class I binding data. (1) The MHC is HLA-A03:01 with pseudo-sequence HLA-A03:01. The binding affinity (normalized) is 0.643. The peptide sequence is TTYDFLARK. (2) The peptide sequence is DFFPSVRDLL. The MHC is Patr-A0701 with pseudo-sequence Patr-A0701. The binding affinity (normalized) is 0.333. (3) The binding affinity (normalized) is 0.0847. The peptide sequence is KIKNRIERL. The MHC is HLA-A01:01 with pseudo-sequence HLA-A01:01. (4) The peptide sequence is VMETENALF. The MHC is HLA-A30:01 with pseudo-sequence HLA-A30:01. The binding affinity (normalized) is 0.0101. (5) The peptide sequence is TSCSKNEAEK. The MHC is HLA-A31:01 with pseudo-sequence HLA-A31:01. The binding affinity (normalized) is 0.200. (6) The peptide sequence is YGFSDPLTF. The MHC is Mamu-B3901 with pseudo-sequence Mamu-B3901. The binding affinity (normalized) is 0.984. (7) The peptide sequence is LLLWISVKV. The MHC is HLA-A02:01 with pseudo-sequence HLA-A02:01. The binding affinity (normalized) is 0.763.